From a dataset of Catalyst prediction with 721,799 reactions and 888 catalyst types from USPTO. Predict which catalyst facilitates the given reaction. (1) Reactant: COC1C=CC(C[O:8][C:9]2[CH:10]=[C:11]([CH:15]=[CH:16][N:17]=2)[C:12]([OH:14])=[O:13])=CC=1.C1(OC)C=CC=CC=1. Product: [O:8]=[C:9]1[CH:10]=[C:11]([C:12]([OH:14])=[O:13])[CH:15]=[CH:16][NH:17]1. The catalyst class is: 55. (2) Reactant: Br[C:2]1[CH:7]=[CH:6][C:5]([C:8](=[O:12])[CH:9]([F:11])[F:10])=[CH:4][CH:3]=1.[B:13]1([B:13]2[O:17][C:16]([CH3:19])([CH3:18])[C:15]([CH3:21])([CH3:20])[O:14]2)[O:17][C:16]([CH3:19])([CH3:18])[C:15]([CH3:21])([CH3:20])[O:14]1.C([O-])(=O)C.[K+]. Product: [F:10][CH:9]([F:11])[C:8]([C:5]1[CH:6]=[CH:7][C:2]([B:13]2[O:17][C:16]([CH3:19])([CH3:18])[C:15]([CH3:21])([CH3:20])[O:14]2)=[CH:3][CH:4]=1)=[O:12]. The catalyst class is: 423. (3) Reactant: [C:1]1(=O)[O:6][C:4](=[O:5])[C:3]2=[CH:7][CH:8]=[CH:9][CH:10]=[C:2]12.[Br:12][C:13]1[CH:18]=[CH:17][C:16]([CH2:19]C(O)=O)=[CH:15][CH:14]=1.C([O-])(=O)C.[Na+]. Product: [Br:12][C:13]1[CH:18]=[CH:17][C:16]([CH:19]=[C:1]2[C:2]3[C:3](=[CH:7][CH:8]=[CH:9][CH:10]=3)[C:4](=[O:5])[O:6]2)=[CH:15][CH:14]=1. The catalyst class is: 8. (4) Reactant: [CH:1]([C:4]1[C:8]([CH2:9][CH2:10][CH2:11][OH:12])=[CH:7][N:6]([C:13]2[CH:18]=[C:17]([C:19]([F:22])([F:21])[F:20])[CH:16]=[CH:15][N:14]=2)[N:5]=1)([CH3:3])[CH3:2].O[C:24]1[C:29]([O:30][CH3:31])=[CH:28][CH:27]=[CH:26][C:25]=1[CH2:32][C:33]([O:35][CH3:36])=[O:34].C(P(CCCC)CCCC)CCC.N(C(N1CCCCC1)=O)=NC(N1CCCCC1)=O. Product: [CH:1]([C:4]1[C:8]([CH2:9][CH2:10][CH2:11][O:12][C:24]2[C:29]([O:30][CH3:31])=[CH:28][CH:27]=[CH:26][C:25]=2[CH2:32][C:33]([O:35][CH3:36])=[O:34])=[CH:7][N:6]([C:13]2[CH:18]=[C:17]([C:19]([F:21])([F:20])[F:22])[CH:16]=[CH:15][N:14]=2)[N:5]=1)([CH3:3])[CH3:2]. The catalyst class is: 7.